From a dataset of Reaction yield outcomes from USPTO patents with 853,638 reactions. Predict the reaction yield, written as a fraction of the theoretical maximum amount of product (1.0 means a 100% yield; for example, 0.34 means a 34% yield). (1) The reactants are Br[C:2]1[C:7]([F:8])=[C:6]([N:9]2[CH2:14][CH2:13][CH:12]([C:15]3[N:24]=[C:23]4[C:18]([CH2:19][CH2:20][CH2:21][NH:22]4)=[CH:17][CH:16]=3)[CH2:11][CH2:10]2)[N:5]=[CH:4][N:3]=1.[NH2:25][CH2:26][C@@H:27]([C:39]([O:41][C:42]([CH3:45])([CH3:44])[CH3:43])=[O:40])[NH:28][C:29]([O:31][CH2:32][C:33]1[CH:38]=[CH:37][CH:36]=[CH:35][CH:34]=1)=[O:30].[F-].[Cs+].C1(P(C2C=CC=CC=2)C2C=CC3C(=CC=CC=3)C=2C2C3C(=CC=CC=3)C=CC=2P(C2C=CC=CC=2)C2C=CC=CC=2)C=CC=CC=1. The catalyst is O1CCOCC1.C1C=CC(/C=C/C(/C=C/C2C=CC=CC=2)=O)=CC=1.C1C=CC(/C=C/C(/C=C/C2C=CC=CC=2)=O)=CC=1.C1C=CC(/C=C/C(/C=C/C2C=CC=CC=2)=O)=CC=1.[Pd].[Pd]. The product is [F:8][C:7]1[C:2]([NH:25][CH2:26][C@@H:27]([C:39]([O:41][C:42]([CH3:45])([CH3:44])[CH3:43])=[O:40])[NH:28][C:29]([O:31][CH2:32][C:33]2[CH:38]=[CH:37][CH:36]=[CH:35][CH:34]=2)=[O:30])=[N:3][CH:4]=[N:5][C:6]=1[N:9]1[CH2:14][CH2:13][CH:12]([C:15]2[N:24]=[C:23]3[C:18]([CH2:19][CH2:20][CH2:21][NH:22]3)=[CH:17][CH:16]=2)[CH2:11][CH2:10]1. The yield is 0.700. (2) The reactants are [H-].[Na+].[CH3:3][O:4][C:5](=[O:26])[C:6]1[CH:11]=[CH:10][CH:9]=[CH:8][C:7]=1[S:12](=[O:25])(=[O:24])[NH:13][C:14]1[CH:19]=[CH:18][CH:17]=[CH:16][C:15]=1[C:20]([F:23])([F:22])[F:21].Br[CH2:28][C:29]([O:31][CH3:32])=[O:30]. The catalyst is CN(C=O)C. The product is [CH3:3][O:4][C:5](=[O:26])[C:6]1[CH:11]=[CH:10][CH:9]=[CH:8][C:7]=1[S:12](=[O:25])(=[O:24])[N:13]([CH2:28][C:29]([O:31][CH3:32])=[O:30])[C:14]1[CH:19]=[CH:18][CH:17]=[CH:16][C:15]=1[C:20]([F:23])([F:21])[F:22]. The yield is 0.960. (3) The reactants are [OH:1][C@H:2]1[CH2:7][CH2:6][C@H:5]([N:8]2[C:13](=[O:14])[C:12]([CH2:15][C:16]3[CH:21]=[CH:20][C:19]([C:22]4[C:23]([C:28]#[N:29])=[CH:24][CH:25]=[CH:26][CH:27]=4)=[CH:18][CH:17]=3)=[C:11]([CH2:30][CH2:31][CH3:32])[N:10]3[N:33]=[CH:34][N:35]=[C:9]23)[CH2:4][CH2:3]1.[CH2:36]([O:38][C:39](=[O:45])[C:40](=[N+]=[N-])[CH2:41][CH3:42])[CH3:37].O. The catalyst is C1(C)C=CC=CC=1.C([O-])(=O)C.[Rh+2].C([O-])(=O)C. The product is [C:28]([C:23]1[CH:24]=[CH:25][CH:26]=[CH:27][C:22]=1[C:19]1[CH:20]=[CH:21][C:16]([CH2:15][C:12]2[C:13](=[O:14])[N:8]([C@H:5]3[CH2:6][CH2:7][C@H:2]([O:1][CH:40]([CH2:41][CH3:42])[C:39]([O:38][CH2:36][CH3:37])=[O:45])[CH2:3][CH2:4]3)[C:9]3[N:10]([N:33]=[CH:34][N:35]=3)[C:11]=2[CH2:30][CH2:31][CH3:32])=[CH:17][CH:18]=1)#[N:29]. The yield is 0.710.